Dataset: Forward reaction prediction with 1.9M reactions from USPTO patents (1976-2016). Task: Predict the product of the given reaction. (1) Given the reactants [NH2:1][C:2]1[CH:3]=[CH:4][C:5]2[O:10][C@:9]([CH:12]([O:15][CH3:16])[O:13][CH3:14])([CH3:11])[C@H:8]([OH:17])[C@@H:7]([N:18]3[C:22]4[CH:23]=[CH:24][CH:25]=[CH:26][C:21]=4[O:20][C:19]3=[S:27])[C:6]=2[CH:28]=1.C(N([CH2:34][CH3:35])CC)C.[C:36]([O-:39])(O)=O.[Na+], predict the reaction product. The product is: [C:36]([NH:1][C:2]1[CH:3]=[CH:4][C:5]2[O:10][C@:9]([CH:12]([O:15][CH3:16])[O:13][CH3:14])([CH3:11])[C@H:8]([OH:17])[C@@H:7]([N:18]3[C:22]4[CH:23]=[CH:24][CH:25]=[CH:26][C:21]=4[O:20][C:19]3=[S:27])[C:6]=2[CH:28]=1)(=[O:39])[C:35]1[CH:34]=[CH:6][CH:28]=[CH:2][CH:3]=1. (2) Given the reactants [OH:1][C:2]1[CH:3]=[C:4]2[C:9](=[CH:10][C:11]=1[O:12][CH3:13])[N:8]=[C:7]([C:14]1[CH:18]=[CH:17][S:16][CH:15]=1)[C:6]([CH:19]=O)=[CH:5]2.[Br:21][C:22]1[CH:27]=[CH:26][C:25]([CH2:28][CH2:29][NH2:30])=[CH:24][CH:23]=1.C([BH3-])#N.[Na+].C([O-])(O)=O.[Na+], predict the reaction product. The product is: [Br:21][C:22]1[CH:27]=[CH:26][C:25]([CH2:28][CH2:29][NH:30][CH2:19][C:6]2[C:7]([C:14]3[CH:18]=[CH:17][S:16][CH:15]=3)=[N:8][C:9]3[C:4]([CH:5]=2)=[CH:3][C:2]([OH:1])=[C:11]([O:12][CH3:13])[CH:10]=3)=[CH:24][CH:23]=1. (3) Given the reactants CC(C)([S@]([NH:6][C@@H:7]([C:10]1([NH:13][C:14](=[O:23])[O:15][CH2:16][C:17]2[CH:22]=[CH:21][CH:20]=[CH:19][CH:18]=2)[CH2:12][CH2:11]1)[CH2:8][CH3:9])=O)C.[ClH:25], predict the reaction product. The product is: [ClH:25].[CH2:16]([O:15][C:14](=[O:23])[NH:13][C:10]1([C@H:7]([NH2:6])[CH2:8][CH3:9])[CH2:12][CH2:11]1)[C:17]1[CH:18]=[CH:19][CH:20]=[CH:21][CH:22]=1.